This data is from Catalyst prediction with 721,799 reactions and 888 catalyst types from USPTO. The task is: Predict which catalyst facilitates the given reaction. (1) Reactant: [H-].[H-].[H-].[H-].[Li+].[Al+3].[CH2:7]([N:14]1[CH2:29][CH2:28][N:17]2[C:18]3[CH:27]=[CH:26][CH:25]=[CH:24][C:19]=3[NH:20][C:21](=O)[CH2:22][CH:16]2[CH2:15]1)[C:8]1[CH:13]=[CH:12][CH:11]=[CH:10][CH:9]=1. Product: [CH2:7]([N:14]1[CH2:29][CH2:28][N:17]2[C:18]3[CH:27]=[CH:26][CH:25]=[CH:24][C:19]=3[NH:20][CH2:21][CH2:22][CH:16]2[CH2:15]1)[C:8]1[CH:13]=[CH:12][CH:11]=[CH:10][CH:9]=1. The catalyst class is: 7. (2) Reactant: [C:1]([OH:7])(=[O:6])[CH2:2][CH2:3][C:4]#[CH:5].O[N:9]1[C:13](=[O:14])[CH2:12][CH2:11][C:10]1=[O:15].C1CCC(N=C=NC2CCCCC2)CC1.C(O)(=O)C. Product: [O:15]=[C:10]1[CH2:11][CH2:12][C:13](=[O:14])[N:9]1[O:6][C:1](=[O:7])[CH2:2][CH2:3][C:4]#[CH:5]. The catalyst class is: 1.